Dataset: Full USPTO retrosynthesis dataset with 1.9M reactions from patents (1976-2016). Task: Predict the reactants needed to synthesize the given product. (1) Given the product [N:7]1([C:18]2[CH:25]=[CH:24][C:21]([CH:22]=[O:23])=[CH:20][C:19]=2[O:26][CH3:27])[CH:11]=[CH:10][N:9]=[CH:8]1, predict the reactants needed to synthesize it. The reactants are: C(=O)([O-])[O-].[K+].[K+].[NH:7]1[CH:11]=[CH:10][N:9]=[CH:8]1.CN(C=O)C.F[C:18]1[CH:25]=[CH:24][C:21]([CH:22]=[O:23])=[CH:20][C:19]=1[O:26][CH3:27]. (2) Given the product [CH2:1]([S:4]([O:7][C:8]1[CH:13]=[CH:12][C:11]([C:14]2[N:18]([C:19]3[CH:24]=[CH:23][C:22]([Cl:25])=[CH:21][C:20]=3[Cl:26])[N:17]=[C:16]([C:27]([NH:29][CH:30]3[CH2:35][CH2:34][CH2:33][CH2:32][CH2:31]3)=[S:46])[C:15]=2[CH3:36])=[CH:10][CH:9]=1)(=[O:6])=[O:5])[CH2:2][CH3:3], predict the reactants needed to synthesize it. The reactants are: [CH2:1]([S:4]([O:7][C:8]1[CH:13]=[CH:12][C:11]([C:14]2[N:18]([C:19]3[CH:24]=[CH:23][C:22]([Cl:25])=[CH:21][C:20]=3[Cl:26])[N:17]=[C:16]([C:27]([NH:29][CH:30]3[CH2:35][CH2:34][CH2:33][CH2:32][CH2:31]3)=O)[C:15]=2[CH3:36])=[CH:10][CH:9]=1)(=[O:6])=[O:5])[CH2:2][CH3:3].COC1C=CC(P2(SP(C3C=CC(OC)=CC=3)(=S)S2)=[S:46])=CC=1. (3) The reactants are: [NH2:1][C@H:2]1[CH2:7][CH2:6][C@H:5]([NH2:8])[CH2:4][CH2:3]1.[C:9](O[C:9]([O:11][C:12]([CH3:15])([CH3:14])[CH3:13])=[O:10])([O:11][C:12]([CH3:15])([CH3:14])[CH3:13])=[O:10].C1C=C2C(C(O)(O)C(=O)C2=CC=1)=O. Given the product [C:12]([O:11][C:9](=[O:10])[NH:1][CH:2]1[CH2:7][CH2:6][CH:5]([NH2:8])[CH2:4][CH2:3]1)([CH3:15])([CH3:14])[CH3:13], predict the reactants needed to synthesize it. (4) Given the product [CH2:27]([O:29][C:30](=[O:54])[CH2:31][N:32]1[C:40]2[C:35](=[C:36]([Br:41])[CH:37]=[CH:38][CH:39]=2)[CH:34]([C:42]2[C:43]([OH:51])=[CH:44][C:45]3[O:49][CH2:48][CH2:47][C:46]=3[CH:50]=2)[C:33]1=[O:53])[CH3:28], predict the reactants needed to synthesize it. The reactants are: C1(CCN2C3C(=CC=CC=3)C(O)(C3C(O)=CC4OCOC=4C=3)C2=O)CC1.[CH2:27]([O:29][C:30](=[O:54])[CH2:31][N:32]1[C:40]2[C:35](=[C:36]([Br:41])[CH:37]=[CH:38][CH:39]=2)[C:34](O)([C:42]2[C:43]([OH:51])=[CH:44][C:45]3[O:49][CH2:48][CH2:47][C:46]=3[CH:50]=2)[C:33]1=[O:53])[CH3:28].